Dataset: Forward reaction prediction with 1.9M reactions from USPTO patents (1976-2016). Task: Predict the product of the given reaction. (1) Given the reactants C(N(C(C)C)CC)(C)C.C1C=CC2N(O)N=NC=2C=1.[Cl:20][CH2:21][CH2:22][CH2:23][CH:24]([C:28]1[CH:33]=[CH:32][C:31]([F:34])=[CH:30][CH:29]=1)[C:25]([OH:27])=O.[C:35]([O:39][C:40]([CH3:43])([CH3:42])[CH3:41])(=[O:38])[NH:36][NH2:37].Cl, predict the reaction product. The product is: [Cl:20][CH2:21][CH2:22][CH2:23][CH:24]([C:28]1[CH:33]=[CH:32][C:31]([F:34])=[CH:30][CH:29]=1)[C:25]([NH:37][NH:36][C:35]([O:39][C:40]([CH3:43])([CH3:42])[CH3:41])=[O:38])=[O:27]. (2) Given the reactants [C:1]([C:4]1[NH:8][C:7]([C:9]([O:11]C)=[O:10])=[C:6]([Cl:13])[CH:5]=1)(=[O:3])[CH3:2].CO.[Li+].[OH-], predict the reaction product. The product is: [C:1]([C:4]1[NH:8][C:7]([C:9]([OH:11])=[O:10])=[C:6]([Cl:13])[CH:5]=1)(=[O:3])[CH3:2].